This data is from Catalyst prediction with 721,799 reactions and 888 catalyst types from USPTO. The task is: Predict which catalyst facilitates the given reaction. (1) Reactant: C([O:3][C:4](=[O:33])[C:5]1[CH:10]=[C:9]([N:11]2[C:15]([CH3:16])=[CH:14][CH:13]=[C:12]2[C:17]2[CH:22]=[CH:21][CH:20]=[CH:19][C:18]=2[O:23][CH2:24][C:25]2[CH:30]=[CH:29][C:28]([F:31])=[CH:27][C:26]=2[Cl:32])[CH:8]=[N:7][CH:6]=1)C.[OH-].[Na+].CCO. Product: [Cl:32][C:26]1[CH:27]=[C:28]([F:31])[CH:29]=[CH:30][C:25]=1[CH2:24][O:23][C:18]1[CH:19]=[CH:20][CH:21]=[CH:22][C:17]=1[C:12]1[N:11]([C:9]2[CH:8]=[N:7][CH:6]=[C:5]([CH:10]=2)[C:4]([OH:33])=[O:3])[C:15]([CH3:16])=[CH:14][CH:13]=1. The catalyst class is: 25. (2) Reactant: C(S[C:4]1[CH:9]=[CH:8][CH:7]=[CH:6][C:5]=1[C:10]1[N:22]([CH3:23])[C:13]2=[N:14][CH:15]=[C:16]([C:18]([F:21])([F:20])[F:19])[CH:17]=[C:12]2[N:11]=1)C.Cl[C:25]1C=CC=C(C(OO)=O)[CH:26]=1.[Na].[S:36]([O-:40])([O-])(=[O:38])=S. Product: [CH2:25]([S:36]([C:4]1[CH:9]=[CH:8][CH:7]=[CH:6][C:5]=1[C:10]1[N:22]([CH3:23])[C:13]2=[N:14][CH:15]=[C:16]([C:18]([F:21])([F:19])[F:20])[CH:17]=[C:12]2[N:11]=1)(=[O:40])=[O:38])[CH3:26]. The catalyst class is: 22. (3) Reactant: [C:1]([C:5]1[CH:11]=[C:10]([CH3:12])[C:8]([NH2:9])=[C:7]([CH3:13])[CH:6]=1)([CH3:4])([CH3:3])[CH3:2].CC1C=CC=C(C)C=1N.[Cl-].[Al+3].[Cl-].[Cl-].[C:27]1([C:44]2[CH:49]=[CH:48][CH:47]=[CH:46][CH:45]=2)[CH:32]=[CH:31][CH:30]=[CH:29][C:28]=1[C:33]1O[C:35]([C:38]2[CH:43]=[CH:42][CH:41]=[CH:40][CH:39]=2)=[N:36][N:37]=1.Cl. Product: [C:27]1([C:44]2[CH:45]=[CH:46][CH:47]=[CH:48][CH:49]=2)[CH:32]=[CH:31][CH:30]=[CH:29][C:28]=1[C:33]1[N:9]([C:8]2[C:7]([CH3:13])=[CH:6][C:5]([C:1]([CH3:4])([CH3:3])[CH3:2])=[CH:11][C:10]=2[CH3:12])[C:35]([C:38]2[CH:39]=[CH:40][CH:41]=[CH:42][CH:43]=2)=[N:36][N:37]=1. The catalyst class is: 60.